This data is from Buchwald-Hartwig C-N cross coupling reaction yields with 55,370 reactions. The task is: Predict the reaction yield, written as a fraction of the theoretical maximum amount of product (1.0 means a 100% yield; for example, 0.34 means a 34% yield). The reactants are Brc1ccccn1.Cc1ccc(N)cc1.O=S(=O)(O[Pd]1c2ccccc2-c2ccccc2N~1)C(F)(F)F.COc1ccc(OC)c(P([C@]23C[C@H]4C[C@H](C[C@H](C4)C2)C3)[C@]23C[C@H]4C[C@H](C[C@H](C4)C2)C3)c1-c1c(C(C)C)cc(C(C)C)cc1C(C)C.CN1CCCN2CCCN=C12.Cc1cc(C)on1. No catalyst specified. The product is Cc1ccc(Nc2ccccn2)cc1. The yield is 0.874.